This data is from Full USPTO retrosynthesis dataset with 1.9M reactions from patents (1976-2016). The task is: Predict the reactants needed to synthesize the given product. (1) Given the product [Br:19][C:20]1[CH:21]=[C:22]2[C:26](=[CH:27][CH:28]=1)[CH2:25][C@H:24]([CH2:29][NH:13][C@H:10]1[CH2:11][CH2:12][C@@H:8]([N:7]3[C:6]4[CH:14]=[CH:15][C:16]([CH3:18])=[CH:17][C:5]=4[N:4]=[C:3]3[CH3:2])[CH2:9]1)[CH2:23]2, predict the reactants needed to synthesize it. The reactants are: Cl.[CH3:2][C:3]1[N:7]([C@@H:8]2[CH2:12][CH2:11][C@H:10]([NH2:13])[CH2:9]2)[C:6]2[CH:14]=[CH:15][C:16]([CH3:18])=[CH:17][C:5]=2[N:4]=1.[Br:19][C:20]1[CH:21]=[C:22]2[C:26](=[CH:27][CH:28]=1)[CH2:25][C@H:24]([CH:29]=O)[CH2:23]2. (2) Given the product [NH2:1][C:2]1[N:7]=[CH:6][N:5]=[C:4]2[N:8]([CH:12]([C:14]3[O:15][C:16]4[C:21]([C:22](=[O:31])[C:23]=3[C:24]3[CH:29]=[CH:28][CH:27]=[C:26]([F:30])[CH:25]=3)=[CH:20][CH:19]=[CH:18][CH:17]=4)[CH3:13])[N:9]=[C:10]([C:37]3[CH:36]=[C:35]4[C:40](=[CH:39][CH:38]=3)[NH:32][CH:33]=[CH:34]4)[C:3]=12, predict the reactants needed to synthesize it. The reactants are: [NH2:1][C:2]1[N:7]=[CH:6][N:5]=[C:4]2[N:8]([CH:12]([C:14]3[O:15][C:16]4[C:21]([C:22](=[O:31])[C:23]=3[C:24]3[CH:29]=[CH:28][CH:27]=[C:26]([F:30])[CH:25]=3)=[CH:20][CH:19]=[CH:18][CH:17]=4)[CH3:13])[N:9]=[C:10](I)[C:3]=12.[NH:32]1[C:40]2[C:35](=[CH:36][C:37](B3OC(C)(C)C(C)(C)O3)=[CH:38][CH:39]=2)[CH:34]=[CH:33]1.C(=O)([O-])[O-].[Na+].[Na+].ClCCl. (3) The reactants are: [Cl:1][C:2]1[N:10](CC=C)[C:9]2[C:8](=[O:14])[NH:7][C:6](=[O:15])[N:5]([CH2:16][CH2:17][CH2:18][CH2:19][CH3:20])[C:4]=2[N:3]=1.C(=O)([O-])[O-].[Cs+].[Cs+].Br[CH2:28][CH2:29][CH2:30][CH2:31][C:32]#[N:33].N1CCOCC1. Given the product [Cl:1][C:2]1[NH:10][C:9]2[C:8](=[O:14])[N:7]([CH2:28][CH2:29][CH2:30][CH2:31][C:32]#[N:33])[C:6](=[O:15])[N:5]([CH2:16][CH2:17][CH2:18][CH2:19][CH3:20])[C:4]=2[N:3]=1, predict the reactants needed to synthesize it. (4) The reactants are: C([O:4][C:5](=[O:7])[CH3:6])(=O)C.[C:8]([NH:11][C:12]1[CH:17]=[CH:16][CH:15]=[CH:14][CH:13]=1)(=[O:10])[CH3:9].O.[C:19](O)(=O)C. Given the product [C:8]([NH:11][C:12]1[CH:17]=[C:16]([CH:15]=[CH:14][CH:13]=1)[CH:19]=[CH:6][C:5]([OH:4])=[O:7])(=[O:10])[CH3:9], predict the reactants needed to synthesize it. (5) Given the product [C:21]1([NH:27][C:4]([C:1]2([C:7]([OH:9])=[O:8])[CH2:3][CH2:2]2)=[O:5])[CH:26]=[CH:25][CH:24]=[CH:23][CH:22]=1, predict the reactants needed to synthesize it. The reactants are: [C:1]1([C:7]([OH:9])=[O:8])([C:4](O)=[O:5])[CH2:3][CH2:2]1.C(N(CC)CC)C.S(Cl)(Cl)=O.[C:21]1([NH2:27])[CH:26]=[CH:25][CH:24]=[CH:23][CH:22]=1. (6) Given the product [C:1]([C:5]1[CH:10]=[CH:9][C:8]([C:11]2[N:15]([C:36]([Cl:38])=[O:37])[C:14]([C:17]3[CH:22]=[CH:21][C:20]([Cl:23])=[CH:19][CH:18]=3)([CH3:16])[C:13]([C:25]3[CH:26]=[CH:27][C:28]([Cl:31])=[CH:29][CH:30]=3)([CH3:24])[N:12]=2)=[C:7]([O:32][CH:33]([CH3:35])[CH3:34])[CH:6]=1)([CH3:2])([CH3:3])[CH3:4], predict the reactants needed to synthesize it. The reactants are: [C:1]([C:5]1[CH:10]=[CH:9][C:8]([C:11]2[NH:12][C:13]([C:25]3[CH:30]=[CH:29][C:28]([Cl:31])=[CH:27][CH:26]=3)([CH3:24])[C:14]([C:17]3[CH:22]=[CH:21][C:20]([Cl:23])=[CH:19][CH:18]=3)([CH3:16])[N:15]=2)=[C:7]([O:32][CH:33]([CH3:35])[CH3:34])[CH:6]=1)([CH3:4])([CH3:3])[CH3:2].[C:36](Cl)([Cl:38])=[O:37].